Dataset: Catalyst prediction with 721,799 reactions and 888 catalyst types from USPTO. Task: Predict which catalyst facilitates the given reaction. (1) Reactant: [CH3:1][N:2]([CH3:33])[C:3]1([C:27]2[CH:32]=[CH:31][CH:30]=[CH:29][CH:28]=2)[CH2:8][CH2:7][CH:6]([CH2:9][C:10]([NH:12][CH2:13][CH2:14][CH2:15][CH2:16][CH2:17][C:18]2[C:26]3[C:21](=[CH:22][CH:23]=[CH:24][CH:25]=3)[NH:20][CH:19]=2)=[O:11])[CH2:5][CH2:4]1.[Cl:34][Si](C)(C)C.CCOCC. Product: [ClH:34].[CH3:33][N:2]([CH3:1])[C:3]1([C:27]2[CH:28]=[CH:29][CH:30]=[CH:31][CH:32]=2)[CH2:8][CH2:7][CH:6]([CH2:9][C:10]([NH:12][CH2:13][CH2:14][CH2:15][CH2:16][CH2:17][C:18]2[C:26]3[C:21](=[CH:22][CH:23]=[CH:24][CH:25]=3)[NH:20][CH:19]=2)=[O:11])[CH2:5][CH2:4]1. The catalyst class is: 573. (2) Reactant: C(N(CC)CC)C.Cl[C:9]([O:11][CH2:12][C:13]1[CH:18]=[CH:17][CH:16]=[CH:15][CH:14]=1)=[O:10].[CH2:19]([O:26][C:27]1[CH:67]=[CH:66][C:30]([CH2:31][CH2:32][NH:33][CH2:34][CH2:35][N:36]([CH:60]2[CH2:65][CH2:64][CH2:63][CH2:62][CH2:61]2)[C:37](=[O:59])[CH2:38][CH2:39][N:40]([CH2:51][CH2:52][C:53]2[CH:58]=[CH:57][CH:56]=[CH:55][CH:54]=2)[C:41](=[O:50])[O:42][CH2:43][C:44]2[CH:49]=[CH:48][CH:47]=[CH:46][CH:45]=2)=[CH:29][C:28]=1[N+:68]([O-:70])=[O:69])[C:20]1[CH:25]=[CH:24][CH:23]=[CH:22][CH:21]=1. Product: [CH2:19]([O:26][C:27]1[CH:67]=[CH:66][C:30]([CH2:31][CH2:32][N:33]([CH2:34][CH2:35][N:36]([CH:60]2[CH2:65][CH2:64][CH2:63][CH2:62][CH2:61]2)[C:37](=[O:59])[CH2:38][CH2:39][N:40]([C:41]([O:42][CH2:43][C:44]2[CH:49]=[CH:48][CH:47]=[CH:46][CH:45]=2)=[O:50])[CH2:51][CH2:52][C:53]2[CH:54]=[CH:55][CH:56]=[CH:57][CH:58]=2)[C:9](=[O:10])[O:11][CH2:12][C:13]2[CH:18]=[CH:17][CH:16]=[CH:15][CH:14]=2)=[CH:29][C:28]=1[N+:68]([O-:70])=[O:69])[C:20]1[CH:25]=[CH:24][CH:23]=[CH:22][CH:21]=1. The catalyst class is: 4. (3) Reactant: [CH3:1][O:2][C:3]1[C:4]([N+:11]([O-:13])=[O:12])=[CH:5][C:6]([CH2:9][OH:10])=[N:7][CH:8]=1.CC(OI1(OC(C)=O)(OC(C)=O)OC(=O)C2C=CC=CC1=2)=O.CCOC(C)=O.C([O-])(O)=O.[Na+]. Product: [CH3:1][O:2][C:3]1[C:4]([N+:11]([O-:13])=[O:12])=[CH:5][C:6]([CH:9]=[O:10])=[N:7][CH:8]=1. The catalyst class is: 2. (4) Reactant: [Cl:1][C:2]1[CH:9]=[C:8](F)[C:7]([F:11])=[CH:6][C:3]=1[CH:4]=[O:5].[CH3:12][O:13][CH2:14][CH2:15][O:16][CH2:17][CH2:18][OH:19].C(=O)([O-])[O-].[Cs+].[Cs+].O. Product: [Cl:1][C:2]1[CH:9]=[C:8]([O:19][CH2:18][CH2:17][O:16][CH2:15][CH2:14][O:13][CH3:12])[C:7]([F:11])=[CH:6][C:3]=1[CH:4]=[O:5]. The catalyst class is: 9. (5) Reactant: Cl[C:2]1[N:7]=[C:6]([NH:8][NH2:9])[N:5]=[C:4]([NH:10][C:11]2[CH:16]=[CH:15][C:14]([F:17])=[C:13]([C:18]([F:21])([F:20])[F:19])[CH:12]=2)[N:3]=1.C(N(CC)CC)C. Product: [F:17][C:14]1[CH:15]=[CH:16][C:11]([NH:10][C:4]2[N:5]=[C:6]([NH:8][NH2:9])[N:7]=[CH:2][N:3]=2)=[CH:12][C:13]=1[C:18]([F:19])([F:20])[F:21]. The catalyst class is: 43.